From a dataset of Reaction yield outcomes from USPTO patents with 853,638 reactions. Predict the reaction yield, written as a fraction of the theoretical maximum amount of product (1.0 means a 100% yield; for example, 0.34 means a 34% yield). (1) The reactants are N1N[N:3]=[N:4][C:5]=1[C:6]1[CH:15]=[CH:14][C:13]2[C:8](=[CH:9][CH:10]=[CH:11][CH:12]=2)[N:7]=1.[N:16]1[CH:21]=[CH:20][CH:19]=[CH:18][CH:17]=1.[C:22](Cl)(=[O:32])[C:23]1[CH:31]=[CH:30][CH:29]=[C:25]([C:26](Cl)=[O:27])[CH:24]=1.O. The catalyst is CCCCCC.C(Cl)(Cl)Cl. The product is [N:16]1[C:21]2[C:20](=[CH:13][CH:8]=[CH:9][CH:10]=2)[CH:19]=[CH:18][C:17]=1[C:5]1[O:32][C:22]([C:23]2[CH:31]=[CH:30][CH:29]=[C:25]([C:26]3[O:27][C:5]([C:6]4[CH:15]=[CH:14][C:13]5[C:8](=[CH:9][CH:10]=[CH:11][CH:12]=5)[N:7]=4)=[N:4][N:3]=3)[CH:24]=2)=[N:3][N:4]=1. The yield is 0.870. (2) The reactants are [Br:1][C:2]1[C:3](O)=[N:4][CH:5]=[C:6]([N+:8]([O-:10])=[O:9])[CH:7]=1.P(Br)(Br)([Br:14])=O.P(Br)(Br)Br. The catalyst is O. The product is [Br:14][C:3]1[C:2]([Br:1])=[CH:7][C:6]([N+:8]([O-:10])=[O:9])=[CH:5][N:4]=1. The yield is 0.730. (3) The reactants are C([NH:4][NH:5][C:6]([N:8]1[N:12]=[C:11]([C:13]2[CH:18]=[C:17]([F:19])[CH:16]=[CH:15][C:14]=2[F:20])[S:10][C:9]1([CH2:27][O:28][CH2:29][O:30][CH3:31])[C:21]1[CH:26]=[CH:25][CH:24]=[CH:23][CH:22]=1)=[O:7])(=O)C.CCN(C(C)C)C(C)C.O=P(Cl)(Cl)Cl.Cl[CH:47](Cl)[CH3:48]. No catalyst specified. The product is [F:20][C:14]1[CH:15]=[CH:16][C:17]([F:19])=[CH:18][C:13]=1[C:11]1[S:10][C:9]([CH2:27][O:28][CH2:29][O:30][CH3:31])([C:21]2[CH:22]=[CH:23][CH:24]=[CH:25][CH:26]=2)[N:8]([C:6]2[O:7][C:47]([CH3:48])=[N:4][N:5]=2)[N:12]=1. The yield is 0.380. (4) The reactants are [Cl:1][C:2]1[CH:3]=[N+:4]([O-:24])[CH:5]=[C:6]([Cl:23])[C:7]=1[CH2:8][C@@H:9]([C:11]1[CH:16]=[CH:15][C:14]([O:17][CH:18]([F:20])[F:19])=[C:13]([O:21][CH3:22])[CH:12]=1)[OH:10].[C:25]1([S:31]([N:34]2[CH2:38][CH2:37][CH2:36][C@H:35]2[C:39](O)=[O:40])(=[O:33])=[O:32])[CH:30]=[CH:29][CH:28]=[CH:27][CH:26]=1.C(Cl)CCl. The catalyst is CN(C1C=CN=CC=1)C.C(Cl)Cl. The product is [Cl:1][C:2]1[CH:3]=[N+:4]([O-:24])[CH:5]=[C:6]([Cl:23])[C:7]=1[CH2:8][C@@H:9]([C:11]1[CH:16]=[CH:15][C:14]([O:17][CH:18]([F:20])[F:19])=[C:13]([O:21][CH3:22])[CH:12]=1)[O:10][C:39]([C@@H:35]1[CH2:36][CH2:37][CH2:38][N:34]1[S:31]([C:25]1[CH:30]=[CH:29][CH:28]=[CH:27][CH:26]=1)(=[O:33])=[O:32])=[O:40]. The yield is 0.504. (5) The reactants are [CH2:1]([C:8]1[S:12][C:11]([NH2:13])=[N:10][C:9]=1[C:14]1[CH:19]=[CH:18][C:17]([O:20][CH3:21])=[CH:16][CH:15]=1)[C:2]1[CH:7]=[CH:6][CH:5]=[CH:4][CH:3]=1.C(N(CC)CC)C.[F:29][C:30]1[CH:38]=[CH:37][C:33]([C:34](Cl)=[O:35])=[CH:32][CH:31]=1. The catalyst is CN(C1C=CN=CC=1)C.C1COCC1. The product is [CH2:1]([C:8]1[S:12][C:11]([NH:13][C:34](=[O:35])[C:33]2[CH:37]=[CH:38][C:30]([F:29])=[CH:31][CH:32]=2)=[N:10][C:9]=1[C:14]1[CH:15]=[CH:16][C:17]([O:20][CH3:21])=[CH:18][CH:19]=1)[C:2]1[CH:3]=[CH:4][CH:5]=[CH:6][CH:7]=1. The yield is 0.780. (6) The reactants are [OH-].[Li+].C[O:4][C:5]([C:7]1[CH:8]=[C:9]([Cl:34])[C:10]([C:13]2[CH:14]=[N:15][C:16]([C:19]3[NH:23][C:22]4[CH:24]=[C:25]([N:28]5[CH2:33][CH2:32][O:31][CH2:30][CH2:29]5)[CH:26]=[CH:27][C:21]=4[N:20]=3)=[CH:17][CH:18]=2)=[N:11][CH:12]=1)=[O:6]. No catalyst specified. The product is [Cl:34][C:9]1[C:10]([C:13]2[CH:14]=[N:15][C:16]([C:19]3[NH:23][C:22]4[CH:24]=[C:25]([N:28]5[CH2:29][CH2:30][O:31][CH2:32][CH2:33]5)[CH:26]=[CH:27][C:21]=4[N:20]=3)=[CH:17][CH:18]=2)=[N:11][CH:12]=[C:7]([C:5]([OH:6])=[O:4])[CH:8]=1. The yield is 0.920. (7) The reactants are [N:1]([CH2:4][C:5]([O:7][CH2:8][CH3:9])=[O:6])=[N+:2]=[N-:3].[CH3:10][C:11]([S:14]([NH:16][C@@H:17]([C:20]1[CH:25]=[CH:24][C:23]([O:26][CH2:27][C:28]([F:31])([F:30])[F:29])=[CH:22][N:21]=1)[C:18]#[CH:19])=[O:15])([CH3:13])[CH3:12].O=C1O[C@H]([C@H](CO)O)C([O-])=C1O.[Na+].C(O)CCC.O. The catalyst is O. The product is [CH2:8]([O:7][C:5](=[O:6])[CH2:4][N:1]1[CH:19]=[C:18]([C@H:17]([NH:16][S:14]([C:11]([CH3:13])([CH3:12])[CH3:10])=[O:15])[C:20]2[CH:25]=[CH:24][C:23]([O:26][CH2:27][C:28]([F:31])([F:29])[F:30])=[CH:22][N:21]=2)[N:3]=[N:2]1)[CH3:9]. The yield is 0.530. (8) The reactants are CS(O[CH2:6][CH2:7][C:8]#[C:9][C:10]1[CH:15]=[CH:14][CH:13]=[CH:12][N:11]=1)(=O)=O.[CH3:16][NH2:17]. No catalyst specified. The product is [CH3:16][NH:17][CH2:6][CH2:7][C:8]#[C:9][C:10]1[CH:15]=[CH:14][CH:13]=[CH:12][N:11]=1. The yield is 0.390. (9) The reactants are C(=O)([O-])[O-].[K+].[K+].[CH2:7]([O:9][C:10](=[O:33])[C@@H:11]([CH2:18][C:19]1[C:20]([CH2:28][O:29]C(=O)C)=[C:21]2[C:25](=[CH:26][CH:27]=1)[NH:24][N:23]=[CH:22]2)[CH2:12][C:13]([O:15][CH2:16]C)=[O:14])C. The catalyst is CO. The product is [CH3:7][O:9][C:10](=[O:33])[C@@H:11]([CH2:18][C:19]1[C:20]([CH2:28][OH:29])=[C:21]2[C:25](=[CH:26][CH:27]=1)[NH:24][N:23]=[CH:22]2)[CH2:12][C:13]([O:15][CH3:16])=[O:14]. The yield is 0.920.